Dataset: Catalyst prediction with 721,799 reactions and 888 catalyst types from USPTO. Task: Predict which catalyst facilitates the given reaction. (1) Reactant: [Br:1][C:2]1[CH:3]=[C:4]([C:8]2[C:17]3[C:12](=[N:13][CH:14]=[C:15]([C:18]4([C:23]5[CH:28]=[CH:27][C:26]([Cl:29])=[CH:25][CH:24]=5)OCC[O:19]4)[CH:16]=3)[N:11]([CH3:30])[C:10](=[O:31])[CH:9]=2)[CH:5]=[CH:6][CH:7]=1.Cl. Product: [Br:1][C:2]1[CH:3]=[C:4]([C:8]2[C:17]3[C:12](=[N:13][CH:14]=[C:15]([C:18](=[O:19])[C:23]4[CH:28]=[CH:27][C:26]([Cl:29])=[CH:25][CH:24]=4)[CH:16]=3)[N:11]([CH3:30])[C:10](=[O:31])[CH:9]=2)[CH:5]=[CH:6][CH:7]=1. The catalyst class is: 12. (2) Reactant: COC1C=CC(P2(SP(C3C=CC(OC)=CC=3)(=S)S2)=[S:10])=CC=1.[Cl:23][C:24]1[CH:29]=[CH:28][CH:27]=[CH:26][C:25]=1[N:30]1[C:35](=[O:36])[CH:34]=[CH:33][C:32]2[C:37]([C:43]3[CH:48]=[CH:47][CH:46]=[CH:45][CH:44]=3)=[C:38]([C:40]([NH2:42])=O)[S:39][C:31]1=2.C1(C)C=CC=CC=1. Product: [Cl:23][C:24]1[CH:29]=[CH:28][CH:27]=[CH:26][C:25]=1[N:30]1[C:35](=[O:36])[CH:34]=[CH:33][C:32]2[C:37]([C:43]3[CH:48]=[CH:47][CH:46]=[CH:45][CH:44]=3)=[C:38]([C:40](=[S:10])[NH2:42])[S:39][C:31]1=2. The catalyst class is: 2. (3) Reactant: [CH3:1][O:2][C:3](=[O:22])[C:4]([NH:11]C(OCC1C=CC=CC=1)=O)=[C:5]1[CH2:10][CH2:9][O:8][CH2:7][CH2:6]1.[H][H]. Product: [NH2:11][CH:4]([CH:5]1[CH2:6][CH2:7][O:8][CH2:9][CH2:10]1)[C:3]([O:2][CH3:1])=[O:22]. The catalyst class is: 19. (4) Reactant: [F:1][C:2]([F:12])([F:11])[C:3]1[CH:8]=[CH:7][C:6]([NH:9][NH2:10])=[CH:5][CH:4]=1.[Na].[C:14](OCC)(=[O:23])[CH2:15][C:16]([C:18]([O:20][CH2:21][CH3:22])=[O:19])=O. Product: [CH2:21]([O:20][C:18]([C:16]1[CH:15]=[C:14]([OH:23])[N:9]([C:6]2[CH:5]=[CH:4][C:3]([C:2]([F:11])([F:12])[F:1])=[CH:8][CH:7]=2)[N:10]=1)=[O:19])[CH3:22]. The catalyst class is: 15. (5) Reactant: [H-].[Na+].[N:3]1[C:11]([NH2:12])=[C:10]2[C:6]([NH:7][CH:8]=[N:9]2)=[N:5][CH:4]=1.CS(O[CH2:18][C:19]1[S:23][C:22]2[CH:24]=[CH:25][CH:26]=[CH:27][C:21]=2[C:20]=1[C:28]1[CH:33]=[CH:32][CH:31]=[CH:30][C:29]=1[CH3:34])(=O)=O. Product: [C:29]1([CH3:34])[CH:30]=[CH:31][CH:32]=[CH:33][C:28]=1[C:20]1[C:21]2[CH:27]=[CH:26][CH:25]=[CH:24][C:22]=2[S:23][C:19]=1[CH2:18][N:7]1[CH:8]=[N:9][C:10]2[C:6]1=[N:5][CH:4]=[N:3][C:11]=2[NH2:12]. The catalyst class is: 3. (6) Reactant: [N:1]1([CH2:7][CH2:8][CH2:9][O:10][C:11]2[CH:18]=[CH:17][C:14]([CH:15]=O)=[CH:13][CH:12]=2)[CH2:6][CH2:5][CH2:4][CH2:3][CH2:2]1.[NH:19]1[CH2:24][CH2:23][CH:22]([N:25]([C:33]2[CH:38]=[CH:37][CH:36]=[CH:35][N:34]=2)[CH2:26][CH2:27][N:28]2[CH2:32][CH2:31][CH2:30][CH2:29]2)[CH2:21][CH2:20]1.C(O[BH-](OC(=O)C)OC(=O)C)(=O)C.[Na+].[OH-].[Na+].[CH2:55]([Cl:57])[Cl:56]. Product: [NH3:1].[CH2:55]([Cl:57])[Cl:56].[N:1]1([CH2:7][CH2:8][CH2:9][O:10][C:11]2[CH:18]=[CH:17][C:14]([CH2:15][N:19]3[CH2:24][CH2:23][CH:22]([N:25]([C:33]4[CH:38]=[CH:37][CH:36]=[CH:35][N:34]=4)[CH2:26][CH2:27][N:28]4[CH2:32][CH2:31][CH2:30][CH2:29]4)[CH2:21][CH2:20]3)=[CH:13][CH:12]=2)[CH2:6][CH2:5][CH2:4][CH2:3][CH2:2]1. The catalyst class is: 15. (7) Reactant: [CH3:1][O:2][C:3]1[CH:8]=[CH:7][C:6]([O:9][CH3:10])=[CH:5][C:4]=1[C:11]1[CH:16]=[CH:15][C:14]([C:17]([O:19]C)=[O:18])=[CH:13][C:12]=1[CH3:21].[OH-].[Na+]. Product: [CH3:1][O:2][C:3]1[CH:8]=[CH:7][C:6]([O:9][CH3:10])=[CH:5][C:4]=1[C:11]1[CH:16]=[CH:15][C:14]([C:17]([OH:19])=[O:18])=[CH:13][C:12]=1[CH3:21]. The catalyst class is: 88.